This data is from NCI-60 drug combinations with 297,098 pairs across 59 cell lines. The task is: Regression. Given two drug SMILES strings and cell line genomic features, predict the synergy score measuring deviation from expected non-interaction effect. (1) Drug 1: CCC1=C2CN3C(=CC4=C(C3=O)COC(=O)C4(CC)O)C2=NC5=C1C=C(C=C5)O. Drug 2: CNC(=O)C1=NC=CC(=C1)OC2=CC=C(C=C2)NC(=O)NC3=CC(=C(C=C3)Cl)C(F)(F)F. Cell line: NCI-H226. Synergy scores: CSS=5.30, Synergy_ZIP=-1.35, Synergy_Bliss=-1.78, Synergy_Loewe=-38.6, Synergy_HSA=-3.48. (2) Drug 1: CC1CCC2CC(C(=CC=CC=CC(CC(C(=O)C(C(C(=CC(C(=O)CC(OC(=O)C3CCCCN3C(=O)C(=O)C1(O2)O)C(C)CC4CCC(C(C4)OC)OCCO)C)C)O)OC)C)C)C)OC. Synergy scores: CSS=63.2, Synergy_ZIP=2.80, Synergy_Bliss=2.44, Synergy_Loewe=-13.3, Synergy_HSA=2.83. Drug 2: CC1CCCC2(C(O2)CC(NC(=O)CC(C(C(=O)C(C1O)C)(C)C)O)C(=CC3=CSC(=N3)C)C)C. Cell line: HS 578T.